This data is from Forward reaction prediction with 1.9M reactions from USPTO patents (1976-2016). The task is: Predict the product of the given reaction. (1) Given the reactants Cl[C:2]1[N:10]=[CH:9][CH:8]=[CH:7][C:3]=1[C:4]([OH:6])=[O:5].[Na], predict the reaction product. The product is: [CH2:4]([O:5][C:2]1[N:10]=[CH:9][CH:8]=[CH:7][C:3]=1[C:4]([OH:6])=[O:5])[CH2:3][CH2:7][CH3:8]. (2) Given the reactants [Cl:1][C:2]1[N:7]=[CH:6][N:5]=[C:4]([NH:8][CH3:9])[CH:3]=1.C(N(CC)CC)C.CN(C1C=CC=CN=1)C.[C:34](O[C:34]([O:36][C:37]([CH3:40])([CH3:39])[CH3:38])=[O:35])([O:36][C:37]([CH3:40])([CH3:39])[CH3:38])=[O:35], predict the reaction product. The product is: [C:37]([O:36][C:34](=[O:35])[N:8]([C:4]1[CH:3]=[C:2]([Cl:1])[N:7]=[CH:6][N:5]=1)[CH3:9])([CH3:38])([CH3:39])[CH3:40]. (3) Given the reactants [O:1]([C:8]1[CH:13]=[CH:12][C:11]([C:14]2[C:18]3[C:19]([NH2:23])=[N:20][CH:21]=[CH:22][C:17]=3[O:16][N:15]=2)=[CH:10][CH:9]=1)[C:2]1[CH:7]=[CH:6][CH:5]=[CH:4][CH:3]=1.[I:24]N1C(=O)CCC1=O, predict the reaction product. The product is: [I:24][C:22]1[C:17]2[O:16][N:15]=[C:14]([C:11]3[CH:10]=[CH:9][C:8]([O:1][C:2]4[CH:7]=[CH:6][CH:5]=[CH:4][CH:3]=4)=[CH:13][CH:12]=3)[C:18]=2[C:19]([NH2:23])=[N:20][CH:21]=1. (4) Given the reactants [CH3:1][C:2]1[CH:3]=[CH:4][C:5]([O:15][CH2:16][C:17]2[CH:22]=[CH:21][C:20]([F:23])=[CH:19][CH:18]=2)=[C:6]([C:8](=O)[CH2:9][CH2:10][C:11](=O)[CH3:12])[CH:7]=1.[NH2:24][C:25]1[CH:26]=[CH:27][C:28]([Cl:34])=[C:29]([CH:33]=1)[C:30]([OH:32])=[O:31].CC1C=CC(S(O)(=O)=O)=CC=1, predict the reaction product. The product is: [CH3:1][C:2]1[CH:3]=[CH:4][C:5]([O:15][CH2:16][C:17]2[CH:22]=[CH:21][C:20]([F:23])=[CH:19][CH:18]=2)=[C:6]([C:8]2[N:24]([C:25]3[CH:33]=[C:29]([C:28]([Cl:34])=[CH:27][CH:26]=3)[C:30]([OH:32])=[O:31])[C:11]([CH3:12])=[CH:10][CH:9]=2)[CH:7]=1. (5) Given the reactants [C:1]([S:4][CH:5]1[CH2:10][CH2:9][N:8](C(C2C=CC=CC=2)(C2C=CC=CC=2)C2C=CC=CC=2)[CH2:7]/[C:6]/1=[CH:30]\[C:31]1[N:35]([CH2:36][CH2:37][CH2:38][C:39]([O:41][CH2:42][CH3:43])=[O:40])[N:34]=[N:33][CH:32]=1)(=[O:3])[CH3:2].[F:44][C:45]([F:50])([F:49])[C:46]([OH:48])=[O:47], predict the reaction product. The product is: [F:44][C:45]([F:50])([F:49])[C:46]([OH:48])=[O:47].[C:1]([S:4][CH:5]1[CH2:10][CH2:9][NH:8][CH2:7]/[C:6]/1=[CH:30]\[C:31]1[N:35]([CH2:36][CH2:37][CH2:38][C:39]([O:41][CH2:42][CH3:43])=[O:40])[N:34]=[N:33][CH:32]=1)(=[O:3])[CH3:2]. (6) Given the reactants [Br:1][C:2]1[CH:22]=[CH:21][C:5]2[NH:6][C:7]([CH2:9][O:10][C:11]3[CH:16]=[CH:15][C:14]([C:17]([F:20])([F:19])[F:18])=[CH:13][CH:12]=3)=[N:8][C:4]=2[CH:3]=1.[CH3:23][C:24]([O:27][C:28](O[C:28]([O:27][C:24]([CH3:26])([CH3:25])[CH3:23])=[O:29])=[O:29])([CH3:26])[CH3:25].CCN(CC)CC, predict the reaction product. The product is: [C:24]([O:27][C:28]([N:6]1[C:5]2[CH:21]=[CH:22][C:2]([Br:1])=[CH:3][C:4]=2[N:8]=[C:7]1[CH2:9][O:10][C:11]1[CH:12]=[CH:13][C:14]([C:17]([F:19])([F:20])[F:18])=[CH:15][CH:16]=1)=[O:29])([CH3:26])([CH3:25])[CH3:23]. (7) Given the reactants [NH2:1][C:2]1[N:6]([C:7]2[CH:16]=[CH:15][C:10]3[NH:11][C:12]([CH3:14])=[N:13][C:9]=3[CH:8]=2)[N:5]=[CH:4][C:3]=1[C:17]([C:19]1[N:20]([S:31]([C:34]2[CH:39]=[CH:38][C:37]([CH3:40])=[CH:36][CH:35]=2)(=[O:33])=[O:32])[C:21]2[C:26]([CH:27]=1)=[CH:25][C:24]([C:28]([OH:30])=O)=[CH:23][CH:22]=2)=[O:18].[NH:41]1[CH2:46][CH2:45][O:44][CH2:43][CH2:42]1.Cl.CN(C)CCCN=C=NCC, predict the reaction product. The product is: [NH2:1][C:2]1[N:6]([C:7]2[CH:16]=[CH:15][C:10]3[NH:11][C:12]([CH3:14])=[N:13][C:9]=3[CH:8]=2)[N:5]=[CH:4][C:3]=1[C:17]([C:19]1[N:20]([S:31]([C:34]2[CH:35]=[CH:36][C:37]([CH3:40])=[CH:38][CH:39]=2)(=[O:33])=[O:32])[C:21]2[C:26]([CH:27]=1)=[CH:25][C:24]([C:28]([N:41]1[CH2:46][CH2:45][O:44][CH2:43][CH2:42]1)=[O:30])=[CH:23][CH:22]=2)=[O:18]. (8) Given the reactants [Cl:1][CH2:2][C:3]1[O:4][CH:5]=[C:6]([C:8]([OH:10])=O)[N:7]=1.[NH2:11][C@@H:12]([CH3:28])[CH2:13][N:14]1[CH:18]=[CH:17][C:16]([C:19]2[CH:26]=[CH:25][C:22]([C:23]#[N:24])=[C:21]([Cl:27])[CH:20]=2)=[N:15]1, predict the reaction product. The product is: [Cl:27][C:21]1[CH:20]=[C:19]([C:16]2[CH:17]=[CH:18][N:14]([CH2:13][C@@H:12]([NH:11][C:8]([C:6]3[N:7]=[C:3]([CH2:2][Cl:1])[O:4][CH:5]=3)=[O:10])[CH3:28])[N:15]=2)[CH:26]=[CH:25][C:22]=1[C:23]#[N:24]. (9) The product is: [CH3:23][O:24][C:25]([C:26]1[CH:31]=[CH:30][C:29]2[S:1][C:14]([C:13]([O:12][C:8]([CH3:11])([CH3:10])[CH3:9])=[O:16])=[CH:35][C:28]=2[CH:27]=1)=[O:37]. Given the reactants [S-2:1].[Na+].[Na+].C(O)(=O)C.[C:8]([O:12][C:13](=[O:16])[CH2:14]Cl)([CH3:11])([CH3:10])[CH3:9].C([O-])([O-])=O.[K+].[K+].[CH3:23][O:24][C:25](=[O:37])[C:26]1[CH:31]=[CH:30][C:29]([N+]([O-])=O)=[C:28]([CH:35]=O)[CH:27]=1, predict the reaction product.